The task is: Predict the product of the given reaction.. This data is from Forward reaction prediction with 1.9M reactions from USPTO patents (1976-2016). Given the reactants [F:1][C:2]1[CH:7]=[C:6]([I:8])[CH:5]=[CH:4][C:3]=1[NH:9][C:10]1[CH:18]=[N:17][CH:16]=[CH:15][C:11]=1[C:12]([OH:14])=O.[F:19][C:20]1[CH:27]=[C:26]([F:28])[CH:25]=[CH:24][C:21]=1[CH2:22][NH2:23], predict the reaction product. The product is: [F:19][C:20]1[CH:27]=[C:26]([F:28])[CH:25]=[CH:24][C:21]=1[CH2:22][NH:23][C:12](=[O:14])[C:11]1[CH:15]=[CH:16][N:17]=[CH:18][C:10]=1[NH:9][C:3]1[CH:4]=[CH:5][C:6]([I:8])=[CH:7][C:2]=1[F:1].